This data is from Blood-brain barrier permeability classification from the B3DB database. The task is: Regression/Classification. Given a drug SMILES string, predict its absorption, distribution, metabolism, or excretion properties. Task type varies by dataset: regression for continuous measurements (e.g., permeability, clearance, half-life) or binary classification for categorical outcomes (e.g., BBB penetration, CYP inhibition). Dataset: b3db_classification. (1) The molecule is CCCC1(CC)C(=O)NC(=O)NC1=O. The result is 1 (penetrates BBB). (2) The compound is Clc1cc(Cl)c2c(c1)CCc1ccccc1C2n1ccnc1. The result is 0 (does not penetrate BBB). (3) The result is 1 (penetrates BBB). The molecule is CCCCC[C@H](N)C(O)(c1ccccc1)c1ccccc1.